Dataset: Reaction yield outcomes from USPTO patents with 853,638 reactions. Task: Predict the reaction yield, written as a fraction of the theoretical maximum amount of product (1.0 means a 100% yield; for example, 0.34 means a 34% yield). (1) The reactants are C[O-].[Na+].Cl.[NH2:5][OH:6].C[O:8][C:9](=O)[CH2:10][CH2:11][CH2:12][CH2:13][CH2:14][NH:15][C:16](=[O:30])/[CH:17]=[CH:18]/[CH:19]=[CH:20]/[C:21]1[CH:26]=[CH:25][CH:24]=[CH:23][C:22]=1[N+:27]([O-:29])=[O:28]. The catalyst is CO. The product is [OH:6][NH:5][C:9]([CH2:10][CH2:11][CH2:12][CH2:13][CH2:14][NH:15][C:16](=[O:30])/[CH:17]=[CH:18]/[CH:19]=[CH:20]/[C:21]1[CH:26]=[CH:25][CH:24]=[CH:23][C:22]=1[N+:27]([O-:29])=[O:28])=[O:8]. The yield is 0.660. (2) The reactants are Br[C:2]1[CH:3]=[C:4]2[CH2:10][C@@:9]3([CH2:15][N:14]4[CH2:16][CH2:17][CH:11]3[CH2:12][CH2:13]4)[O:8][C:5]2=[N:6][CH:7]=1.[CH:18]([C:20]1[S:24][C:23](B(O)O)=[CH:22][CH:21]=1)=[O:19].C([O-])([O-])=O.[Na+].[Na+].N#N. The catalyst is COCCOC.O.CCO.Cl[Pd](Cl)(P(C1C=CC=CC=1)(C1C=CC=CC=1)C1C=CC=CC=1)P(C1C=CC=CC=1)(C1C=CC=CC=1)C1C=CC=CC=1. The product is [O:8]1[C:5]2=[N:6][CH:7]=[C:2]([C:23]3[S:24][C:20]([CH:18]=[O:19])=[CH:21][CH:22]=3)[CH:3]=[C:4]2[CH2:10][C@:9]21[CH2:15][N:14]1[CH2:16][CH2:17][CH:11]2[CH2:12][CH2:13]1. The yield is 0.990. (3) The yield is 0.0500. The catalyst is CC#N. The reactants are [CH2:1]([O:3][C:4](=[O:22])[C:5]([NH:7][C:8]1[C:13]([C:14]([F:17])([F:16])[F:15])=[CH:12][C:11]([Br:18])=[CH:10][C:9]=1[N+:19]([O-:21])=[O:20])=[O:6])[CH3:2].[CH2:23](I)[CH3:24].[CH2:26]1OCCOCCOCCOCCOCCO[CH2:27]1.C([O-])([O-])=O.[K+].[K+]. The product is [CH2:1]([O:3][C:4](=[O:22])[C:5](=[N:7][C:8]1[C:13]([C:14]([F:15])([F:17])[F:16])=[CH:12][C:11]([Br:18])=[CH:10][C:9]=1[N+:19]([O-:21])=[O:20])[O:6][CH2:23][CH3:24])[CH3:2].[CH2:1]([O:3][C:4](=[O:22])[C:5]([N:7]([C:8]1[C:13]([C:14]([F:15])([F:17])[F:16])=[CH:12][C:11]([Br:18])=[CH:10][C:9]=1[N+:19]([O-:21])=[O:20])[CH2:26][CH3:27])=[O:6])[CH3:2]. (4) The reactants are Br[C:2]1[CH:3]=[C:4]([O:10][C:11]2[C:12]([F:36])=[C:13]([CH2:18][NH:19][C:20]([C:22]3[N:26]([CH2:27][O:28][CH2:29][CH2:30][Si:31]([CH3:34])([CH3:33])[CH3:32])[CH:25]=[N:24][C:23]=3[Cl:35])=[O:21])[CH:14]=[CH:15][C:16]=2[Cl:17])[CH:5]=[C:6]([C:8]#[N:9])[CH:7]=1.C([Sn](CCCC)(CCCC)[C:42]([O:44]CC)=[CH2:43])CCC.Cl. The catalyst is [Cl-].C([N+](CC)(CC)CC)C.CCOC(C)=O. The product is [C:42]([C:2]1[CH:3]=[C:4]([O:10][C:11]2[C:12]([F:36])=[C:13]([CH2:18][NH:19][C:20]([C:22]3[N:26]([CH2:27][O:28][CH2:29][CH2:30][Si:31]([CH3:32])([CH3:33])[CH3:34])[CH:25]=[N:24][C:23]=3[Cl:35])=[O:21])[CH:14]=[CH:15][C:16]=2[Cl:17])[CH:5]=[C:6]([C:8]#[N:9])[CH:7]=1)(=[O:44])[CH3:43]. The yield is 0.820. (5) The reactants are [F:1][C:2]1[CH:29]=[CH:28][C:5]([CH2:6][NH:7][C:8]([C:10]2[N:11]=[C:12]([N:20]3[CH2:25][CH2:24][CH2:23][CH2:22][S:21]3(=[O:27])=[O:26])[N:13]([CH3:19])[C:14](=[O:18])[C:15]=2[O:16]C)=[O:9])=[CH:4][CH:3]=1.[I-].[Li+]. The catalyst is N1C(C)=CC(C)=CC=1C. The product is [F:1][C:2]1[CH:29]=[CH:28][C:5]([CH2:6][NH:7][C:8]([C:10]2[N:11]=[C:12]([N:20]3[CH2:25][CH2:24][CH2:23][CH2:22][S:21]3(=[O:27])=[O:26])[N:13]([CH3:19])[C:14](=[O:18])[C:15]=2[OH:16])=[O:9])=[CH:4][CH:3]=1. The yield is 0.520. (6) The reactants are [CH3:1][C@@:2]([S:22]([CH3:25])(=[O:24])=[O:23])([CH2:8][CH2:9][N:10]1[CH:14]=[C:13]([C:15]2[CH:20]=[CH:19][CH:18]=[CH:17][CH:16]=2)[C:12]([CH3:21])=[N:11]1)[C:3]([O:5]CC)=[O:4].[OH-].[K+]. The catalyst is C1COCC1.CO.O. The product is [CH3:1][C@@:2]([S:22]([CH3:25])(=[O:23])=[O:24])([CH2:8][CH2:9][N:10]1[CH:14]=[C:13]([C:15]2[CH:20]=[CH:19][CH:18]=[CH:17][CH:16]=2)[C:12]([CH3:21])=[N:11]1)[C:3]([OH:5])=[O:4]. The yield is 0.786. (7) The reactants are Cl.[Cl:2][C:3]1[CH:8]=[CH:7][N:6]=[C:5]([C:9]([O:11]C)=O)[CH:4]=1.[NH2:13][CH2:14][CH2:15][N:16]1[CH2:21][CH2:20][O:19][CH2:18][CH2:17]1.O. The catalyst is C1COCC1. The product is [Cl:2][C:3]1[CH:8]=[CH:7][N:6]=[C:5]([C:9](=[O:11])[NH:13][CH2:14][CH2:15][N:16]2[CH2:21][CH2:20][O:19][CH2:18][CH2:17]2)[CH:4]=1. The yield is 0.950. (8) The reactants are [CH2:1]([O:3][C:4]([C:6]1[C:7]([CH3:18])=[C:8]2[C:13](Cl)=[C:12]([C:15]#[N:16])[CH:11]=[N:10][N:9]2[CH:17]=1)=[O:5])[CH3:2].[O:19]([C:26]1[CH:31]=[CH:30][C:29]([NH2:32])=[CH:28][CH:27]=1)[C:20]1[CH:25]=[CH:24][CH:23]=[CH:22][CH:21]=1.COC(C1C(C)=C2C(NC3C=CC(OC4C=CC=CC=4OC(C(OC(C)(C)C)=O)(C)C)=CC=3)=C(C#N)C=NN2C=1)=O. No catalyst specified. The product is [CH2:1]([O:3][C:4]([C:6]1[C:7]([CH3:18])=[C:8]2[C:13]([NH:32][C:29]3[CH:28]=[CH:27][C:26]([O:19][C:20]4[CH:25]=[CH:24][CH:23]=[CH:22][CH:21]=4)=[CH:31][CH:30]=3)=[C:12]([C:15]#[N:16])[CH:11]=[N:10][N:9]2[CH:17]=1)=[O:5])[CH3:2]. The yield is 0.850.